Dataset: Reaction yield outcomes from USPTO patents with 853,638 reactions. Task: Predict the reaction yield, written as a fraction of the theoretical maximum amount of product (1.0 means a 100% yield; for example, 0.34 means a 34% yield). The reactants are CN(OC)[C:3](=[O:37])[C:4]1[CH:9]=[CH:8][C:7]([CH3:10])=[C:6]([NH:11][C:12]([C:14]2[CH:19]=[CH:18][C:17]([NH:20][C:21]3[N:30]=[C:29]([C:31]4[CH:36]=[CH:35][CH:34]=[CH:33][CH:32]=4)[C:28]4[C:23](=[CH:24][CH:25]=[CH:26][CH:27]=4)[N:22]=3)=[CH:16][CH:15]=2)=[O:13])[CH:5]=1.[H-].C([Al+]CC(C)C)C(C)C.C(OCC)(=O)C. The catalyst is ClCCl. The product is [CH:3]([C:4]1[CH:9]=[CH:8][C:7]([CH3:10])=[C:6]([NH:11][C:12](=[O:13])[C:14]2[CH:15]=[CH:16][C:17]([NH:20][C:21]3[N:30]=[C:29]([C:31]4[CH:32]=[CH:33][CH:34]=[CH:35][CH:36]=4)[C:28]4[C:23](=[CH:24][CH:25]=[CH:26][CH:27]=4)[N:22]=3)=[CH:18][CH:19]=2)[CH:5]=1)=[O:37]. The yield is 0.770.